From a dataset of Full USPTO retrosynthesis dataset with 1.9M reactions from patents (1976-2016). Predict the reactants needed to synthesize the given product. Given the product [C:1]1([C:7]2[N:11]=[C:10]([N:12]3[CH2:16][CH2:15][C@H:14]([NH:17][C:28]4[N:33]=[CH:32][N:31]=[C:30]5[NH:34][N:35]=[CH:36][C:29]=45)[CH2:13]3)[O:9][N:8]=2)[CH:2]=[CH:3][CH:4]=[CH:5][CH:6]=1, predict the reactants needed to synthesize it. The reactants are: [C:1]1([C:7]2[N:11]=[C:10]([N:12]3[CH2:16][CH2:15][C@H:14]([NH2:17])[CH2:13]3)[O:9][N:8]=2)[CH:6]=[CH:5][CH:4]=[CH:3][CH:2]=1.CCN(C(C)C)C(C)C.Cl[C:28]1[N:33]=[CH:32][N:31]=[C:30]2[N:34](C3CCCCO3)[N:35]=[CH:36][C:29]=12.